Dataset: Forward reaction prediction with 1.9M reactions from USPTO patents (1976-2016). Task: Predict the product of the given reaction. (1) Given the reactants [Cl:1][C:2]1[C:11]2[C:6](=[CH:7][C:8]([F:13])=[CH:9][C:10]=2[F:12])[N:5]=[C:4]([C:14]2[CH:19]=[C:18]([F:20])[CH:17]=[CH:16][C:15]=2SC)[C:3]=1[CH3:23].O[O:25][S:26]([O-:28])=O.[K+].[CH2:30]1COCC1, predict the reaction product. The product is: [Cl:1][C:2]1[C:11]2[C:6](=[CH:7][C:8]([F:13])=[CH:9][C:10]=2[F:12])[N:5]=[C:4]([C:14]2[CH:19]=[C:18]([F:20])[CH:17]=[CH:16][C:15]=2[S:26]([CH3:30])(=[O:28])=[O:25])[C:3]=1[CH3:23]. (2) Given the reactants [N:1]1[C:8]([Cl:9])=[N:7][C:5](Cl)=[N:4][C:2]=1Cl.[C:10]([C:14]1[CH:19]=[CH:18][C:17]([Li])=[CH:16][CH:15]=1)([CH3:13])([CH3:12])[CH3:11].[CH2:21]1[CH2:25]O[CH2:23][CH2:22]1, predict the reaction product. The product is: [C:10]([C:14]1[CH:19]=[CH:18][C:17]([C:2]2[N:4]=[C:5]([C:21]3[CH:25]=[CH:15][C:14]([C:10]([CH3:13])([CH3:12])[CH3:11])=[CH:23][CH:22]=3)[N:7]=[C:8]([Cl:9])[N:1]=2)=[CH:16][CH:15]=1)([CH3:13])([CH3:12])[CH3:11]. (3) The product is: [Cl:18][C:19]1[CH:25]=[CH:24][C:23]([OH:26])=[CH:22][C:20]=1[NH:21][C:2]1[CH:7]=[C:6]([C:8]([F:11])([F:10])[F:9])[N:5]=[C:4]([C:12]2[CH:17]=[CH:16][N:15]=[CH:14][CH:13]=2)[N:3]=1. Given the reactants Cl[C:2]1[CH:7]=[C:6]([C:8]([F:11])([F:10])[F:9])[N:5]=[C:4]([C:12]2[CH:17]=[CH:16][N:15]=[CH:14][CH:13]=2)[N:3]=1.[Cl:18][C:19]1[CH:25]=[CH:24][C:23]([OH:26])=[CH:22][C:20]=1[NH2:21], predict the reaction product. (4) Given the reactants Cl.CO[NH:4][CH3:5].[Cl-].[CH3:7][Al+]C.[Cl:10][C:11]1[CH:16]=[CH:15][C:14]([CH2:17][CH:18]([C:23]2[CH:28]=[CH:27][CH:26]=[C:25]([F:29])[CH:24]=2)C(OC)=O)=[CH:13][CH:12]=1, predict the reaction product. The product is: [ClH:10].[NH2:4][CH:5]([CH:18]([C:23]1[CH:28]=[CH:27][CH:26]=[C:25]([F:29])[CH:24]=1)[CH2:17][C:14]1[CH:13]=[CH:12][C:11]([Cl:10])=[CH:16][CH:15]=1)[CH3:7]. (5) Given the reactants [F:1][C:2]1[CH:19]=[CH:18][C:17]([F:20])=[CH:16][C:3]=1[CH2:4][N:5]1[CH2:10][CH2:9][NH:8][C:7]2[N:11]=[CH:12][C:13](I)=[CH:14][C:6]1=2.[CH2:21]([O:23][C:24]([C:26]1[CH:31]=[CH:30][C:29](B(O)O)=[CH:28][CH:27]=1)=[O:25])[CH3:22], predict the reaction product. The product is: [CH2:21]([O:23][C:24](=[O:25])[C:26]1[CH:31]=[CH:30][C:29]([C:13]2[CH:12]=[N:11][C:7]3[NH:8][CH2:9][CH2:10][N:5]([CH2:4][C:3]4[CH:16]=[C:17]([F:20])[CH:18]=[CH:19][C:2]=4[F:1])[C:6]=3[CH:14]=2)=[CH:28][CH:27]=1)[CH3:22]. (6) Given the reactants C([O-])([O-])=O.[K+].[K+].Cl[C:8]1[N:9]=[C:10]([O:22][CH3:23])[C:11](=[O:21])[N:12]([C:14]2[CH:19]=[CH:18][C:17]([F:20])=[CH:16][CH:15]=2)[CH:13]=1, predict the reaction product. The product is: [F:20][C:17]1[CH:16]=[CH:15][C:14]([N:12]2[CH:13]=[CH:8][N:9]=[C:10]([O:22][CH3:23])[C:11]2=[O:21])=[CH:19][CH:18]=1. (7) Given the reactants F[C:2]1[CH:9]=[CH:8][CH:7]=[CH:6][C:3]=1[C:4]#[N:5].C(=O)([O-])[O-].[Na+].[Na+].[CH3:16][CH:17]([SH:19])[CH3:18], predict the reaction product. The product is: [CH:17]([S:19][C:2]1[CH:9]=[CH:8][CH:7]=[CH:6][C:3]=1[C:4]#[N:5])([CH3:18])[CH3:16].